Dataset: Catalyst prediction with 721,799 reactions and 888 catalyst types from USPTO. Task: Predict which catalyst facilitates the given reaction. (1) Reactant: [N:1]([CH:4]([C:6]1[N:7]=[C:8]2[S:23][CH:22]=[C:21]([CH3:24])[N:9]2[C:10](=[O:20])[C:11]=1[C:12]1[CH:17]=[CH:16][CH:15]=[C:14]([F:18])[C:13]=1[F:19])[CH3:5])=[N+]=[N-].CP(C)C. Product: [NH2:1][CH:4]([C:6]1[N:7]=[C:8]2[S:23][CH:22]=[C:21]([CH3:24])[N:9]2[C:10](=[O:20])[C:11]=1[C:12]1[CH:17]=[CH:16][CH:15]=[C:14]([F:18])[C:13]=1[F:19])[CH3:5]. The catalyst class is: 7. (2) Reactant: [C:1]([CH:5]1[CH2:10][CH2:9][C:8](=O)[CH:7]([CH2:12][C:13]#[CH:14])[CH2:6]1)([CH3:4])([CH3:3])[CH3:2].Cl.[NH2:16][OH:17].N1C=CC=CC=1. Product: [C:1]([CH:5]1[CH2:10][CH2:9]/[C:8](=[N:16]/[OH:17])/[CH:7]([CH2:12][C:13]#[CH:14])[CH2:6]1)([CH3:4])([CH3:3])[CH3:2]. The catalyst class is: 8. (3) Reactant: [NH2:1][C:2]1[CH:7]=[CH:6][C:5]([CH2:8][C:9]([O:11][CH2:12][CH3:13])=[O:10])=[CH:4][CH:3]=1.CCN(CC)CC.[F:21][C:22]([F:33])([F:32])[C:23]1[CH:28]=[CH:27][CH:26]=[CH:25][C:24]=1[N:29]=[C:30]=[O:31]. Product: [F:21][C:22]([F:32])([F:33])[C:23]1[CH:28]=[CH:27][CH:26]=[CH:25][C:24]=1[NH:29][C:30](=[O:31])[NH:1][C:2]1[CH:3]=[CH:4][C:5]([CH2:8][C:9]([O:11][CH2:12][CH3:13])=[O:10])=[CH:6][CH:7]=1. The catalyst class is: 1. (4) Reactant: [CH:1](=[O:12])[CH2:2][CH2:3][CH2:4][CH2:5][CH2:6][CH2:7][CH2:8][CH2:9][CH:10]=[CH2:11]. Product: [CH2:1]([OH:12])[CH2:2][CH2:3][CH2:4][CH2:5][CH2:6][CH2:7][CH2:8][CH2:9][CH:10]=[CH2:11]. The catalyst class is: 194.